This data is from Forward reaction prediction with 1.9M reactions from USPTO patents (1976-2016). The task is: Predict the product of the given reaction. (1) Given the reactants [F:1][C:2]1[CH:7]=[C:6]([I:8])[CH:5]=[CH:4][C:3]=1[N:9]([C:17]1[N:18]([CH3:35])[C:19](=[O:34])[C:20]([CH3:33])=[CH:21][C:22]=1[NH:23][S:24]([C:27]1([CH2:30][CH2:31][OH:32])[CH2:29][CH2:28]1)(=[O:26])=[O:25])C(=O)OC(C)(C)C.Cl.O1CCOCC1, predict the reaction product. The product is: [F:1][C:2]1[CH:7]=[C:6]([I:8])[CH:5]=[CH:4][C:3]=1[NH:9][C:17]1[N:18]([CH3:35])[C:19](=[O:34])[C:20]([CH3:33])=[CH:21][C:22]=1[NH:23][S:24]([C:27]1([CH2:30][CH2:31][OH:32])[CH2:29][CH2:28]1)(=[O:26])=[O:25]. (2) Given the reactants [Cl:1][CH2:2][CH2:3][CH2:4][CH:5]=[O:6].[N+:7](/[CH:10]=[CH:11]/[C:12]1[CH:17]=[CH:16][CH:15]=[CH:14][CH:13]=1)([O-:9])=[O:8].CCOCC.[Na+].[Cl-], predict the reaction product. The product is: [Cl:1][CH2:2][CH2:3][CH2:4][C:5](=[O:6])[C@H:11]([C:12]1[CH:17]=[CH:16][CH:15]=[CH:14][CH:13]=1)[CH2:10][N+:7]([O-:9])=[O:8]. (3) Given the reactants [CH:1]([C:4]1[CH:5]=[C:6]([S:14][C:15]([S:18][C:19]2[CH:24]=[C:23]([CH:25]([CH3:27])[CH3:26])[C:22]([OH:28])=[C:21]([CH:29]([CH3:31])[CH3:30])[CH:20]=2)([CH3:17])[CH3:16])[CH:7]=[C:8]([CH:11]([CH3:13])[CH3:12])[C:9]=1[OH:10])([CH3:3])[CH3:2], predict the reaction product. The product is: [CH3:17][C:15]1([CH3:16])[S:14][C:6]2([CH:5]=[C:4]([CH:1]([CH3:3])[CH3:2])[C:9](=[O:10])[C:8]([CH:11]([CH3:12])[CH3:13])=[CH:7]2)[C:19]2([CH:24]=[C:23]([CH:25]([CH3:27])[CH3:26])[C:22](=[O:28])[C:21]([CH:29]([CH3:31])[CH3:30])=[CH:20]2)[S:18]1. (4) Given the reactants [CH2:1]([O:8][C:9]1[C:14]([CH2:15][N:16]2[CH2:25][CH2:24][C:23]3[C:18](=[C:19]([Cl:28])[C:20](Br)=[CH:21][C:22]=3[Cl:26])[C:17]2=[O:29])=[C:13]([CH3:30])[CH:12]=[C:11]([CH3:31])[N:10]=1)[C:2]1[CH:7]=[CH:6][CH:5]=[CH:4][CH:3]=1.C([Mg]Cl)(C)C.[Li+].[Cl-].[C:39]([N:46]1[CH2:51][CH2:50][CH:49]([CH:52]=[O:53])[CH2:48][CH2:47]1)([O:41][C:42]([CH3:45])([CH3:44])[CH3:43])=[O:40], predict the reaction product. The product is: [CH2:1]([O:8][C:9]1[C:14]([CH2:15][N:16]2[CH2:25][CH2:24][C:23]3[C:18](=[C:19]([Cl:28])[C:20]([CH:52]([OH:53])[CH:49]4[CH2:50][CH2:51][N:46]([C:39]([O:41][C:42]([CH3:44])([CH3:43])[CH3:45])=[O:40])[CH2:47][CH2:48]4)=[CH:21][C:22]=3[Cl:26])[C:17]2=[O:29])=[C:13]([CH3:30])[CH:12]=[C:11]([CH3:31])[N:10]=1)[C:2]1[CH:7]=[CH:6][CH:5]=[CH:4][CH:3]=1. (5) Given the reactants [CH3:1][C:2]1[NH:6][C:5]2[CH:7]=[CH:8][C:9]([CH2:11][OH:12])=[CH:10][C:4]=2[N:3]=1.[Si:13](Cl)([C:16]([CH3:19])([CH3:18])[CH3:17])([CH3:15])[CH3:14].N1C=CN=C1, predict the reaction product. The product is: [Si:13]([O:12][CH2:11][C:9]1[CH:8]=[CH:7][C:5]2[NH:6][C:2]([CH3:1])=[N:3][C:4]=2[CH:10]=1)([C:16]([CH3:19])([CH3:18])[CH3:17])([CH3:15])[CH3:14]. (6) Given the reactants [F:1][C:2]1([F:16])[CH:7]([OH:8])[CH2:6][CH2:5][N:4]([C:9]([O:11][C:12]([CH3:15])([CH3:14])[CH3:13])=[O:10])[CH2:3]1.CC(C)([O-])C.[K+].F[C:24]1[CH:31]=[CH:30][C:29]([C:32]2[C:33]3[CH:40]=[C:39]([C:41]4[CH:46]=[CH:45][C:44]([N:47]5[CH2:52][CH2:51][N:50]([CH:53]6[CH2:56][O:55][CH2:54]6)[CH2:49][CH2:48]5)=[C:43]([O:57][CH3:58])[CH:42]=4)[NH:38][C:34]=3[N:35]=[CH:36][N:37]=2)=[CH:28][C:25]=1[C:26]#[N:27], predict the reaction product. The product is: [C:26]([C:25]1[CH:28]=[C:29]([C:32]2[C:33]3[CH:40]=[C:39]([C:41]4[CH:46]=[CH:45][C:44]([N:47]5[CH2:48][CH2:49][N:50]([CH:53]6[CH2:56][O:55][CH2:54]6)[CH2:51][CH2:52]5)=[C:43]([O:57][CH3:58])[CH:42]=4)[NH:38][C:34]=3[N:35]=[CH:36][N:37]=2)[CH:30]=[CH:31][C:24]=1[O:8][CH:7]1[CH2:6][CH2:5][N:4]([C:9]([O:11][C:12]([CH3:13])([CH3:15])[CH3:14])=[O:10])[CH2:3][C:2]1([F:1])[F:16])#[N:27]. (7) Given the reactants [C:1]([C:5]1[O:9][CH:8]=[N:7][C:6]=1[CH:10]=[C:11]([OH:15])[C:12]([OH:14])=O)([CH3:4])([CH3:3])[CH3:2].C1C=CC2N(O)N=NC=2C=1.O.CCN=C=NCCCN(C)C.Cl.Cl.[NH2:40][C@H:41]([C:49]([NH2:51])=[O:50])[CH2:42][C:43]1[CH:48]=[CH:47][CH:46]=[CH:45][CH:44]=1.CCN(CC)CC, predict the reaction product. The product is: [C:1]([C:5]1[O:9][CH:8]=[N:7][C:6]=1[CH:10]=[C:11]([OH:15])[C:12]([NH:40][C@H:41]([C:49](=[O:50])[NH2:51])[CH2:42][C:43]1[CH:48]=[CH:47][CH:46]=[CH:45][CH:44]=1)=[O:14])([CH3:2])([CH3:3])[CH3:4]. (8) Given the reactants [Br:1][C:2]1[C:3]([N+:10]([O-])=O)=[CH:4][C:5]([CH3:9])=[N+:6]([O-])[CH:7]=1.O.O.[Sn](Cl)(Cl)(Cl)Cl.C(=O)([O-])[O-].[Na+].[Na+], predict the reaction product. The product is: [Br:1][C:2]1[C:3]([NH2:10])=[CH:4][C:5]([CH3:9])=[N:6][CH:7]=1.